Dataset: Full USPTO retrosynthesis dataset with 1.9M reactions from patents (1976-2016). Task: Predict the reactants needed to synthesize the given product. (1) Given the product [OH:26][C:21]1([CH2:20][NH:19][C:10]([C:7]2[CH:6]=[C:5]([O:13][CH2:14][CH:15]3[CH2:17][CH2:16]3)[C:4]([CH:1]3[CH2:2][CH2:3]3)=[CH:9][N:8]=2)=[O:12])[CH2:25][CH2:24][CH2:23][CH2:22]1, predict the reactants needed to synthesize it. The reactants are: [CH:1]1([C:4]2[C:5]([O:13][CH2:14][CH:15]3[CH2:17][CH2:16]3)=[CH:6][C:7]([C:10]([OH:12])=O)=[N:8][CH:9]=2)[CH2:3][CH2:2]1.Cl.[NH2:19][CH2:20][C:21]1([OH:26])[CH2:25][CH2:24][CH2:23][CH2:22]1. (2) Given the product [CH:29]1([C@H:24]([NH:23][C:21]([C:15]2[CH:16]=[CH:17][C:18]([F:20])=[CH:19][C:14]=2[NH:13][C:11]([NH:10][C:3]2[C:2]([CH3:1])=[CH:7][C:6]([CH3:8])=[CH:5][C:4]=2[CH3:9])=[O:12])=[O:22])[C:25]([O:27][CH3:28])=[O:26])[CH2:33][CH2:32][CH2:31][CH2:30]1, predict the reactants needed to synthesize it. The reactants are: [CH3:1][C:2]1[CH:7]=[C:6]([CH3:8])[CH:5]=[C:4]([CH3:9])[C:3]=1[N:10]=[C:11]=[O:12].[NH2:13][C:14]1[CH:19]=[C:18]([F:20])[CH:17]=[CH:16][C:15]=1[C:21]([NH:23][C@@H:24]([CH:29]1[CH2:33][CH2:32][CH2:31][CH2:30]1)[C:25]([O:27][CH3:28])=[O:26])=[O:22].CCCCCC.C(OCC)(=O)C. (3) Given the product [CH2:1]([CH:3]([C:7]1[C:27]([CH3:28])=[CH:26][CH:25]=[CH:24][C:8]=1[C:9]([NH:11][C:12]1([C:21]([OH:23])=[O:22])[CH2:20][C:19]2[C:14](=[CH:15][CH:16]=[CH:17][CH:18]=2)[CH2:13]1)=[O:10])[CH2:4][CH2:5][CH3:6])[CH3:2], predict the reactants needed to synthesize it. The reactants are: [CH2:1]([C:3]([C:7]1[C:27]([CH3:28])=[CH:26][CH:25]=[CH:24][C:8]=1[C:9]([NH:11][C:12]1([C:21]([OH:23])=[O:22])[CH2:20][C:19]2[C:14](=[CH:15][CH:16]=[CH:17][CH:18]=2)[CH2:13]1)=[O:10])=[CH:4][CH2:5][CH3:6])[CH3:2]. (4) Given the product [F:30][C:29]([F:32])([F:31])[C:28]([C:25]1[CH:26]=[CH:27][C:22]([C:19]2[CH:20]=[CH:21][C:16]([CH2:15][N:12]3[CH2:13][CH2:14][N:9]([CH2:8][C:6]4[CH:5]=[CH:4][N:3]=[C:2]([CH3:38])[CH:7]=4)[CH2:10][CH2:11]3)=[CH:17][CH:18]=2)=[CH:23][CH:24]=1)([OH:37])[C:33]([F:36])([F:35])[F:34].[C:47]([OH:48])([C:29]([F:32])([F:31])[F:30])=[O:50], predict the reactants needed to synthesize it. The reactants are: Br[C:2]1[CH:7]=[C:6]([CH2:8][N:9]2[CH2:14][CH2:13][N:12]([CH2:15][C:16]3[CH:21]=[CH:20][C:19]([C:22]4[CH:27]=[CH:26][C:25]([C:28]([OH:37])([C:33]([F:36])([F:35])[F:34])[C:29]([F:32])([F:31])[F:30])=[CH:24][CH:23]=4)=[CH:18][CH:17]=3)[CH2:11][CH2:10]2)[CH:5]=[CH:4][N:3]=1.[CH3:38]B1OB(C)OB(C)O1.[C:47](=[O:50])([O-])[O-:48].[K+].[K+].O1CCOCC1. (5) Given the product [C:1]([Si:5]([O:18][CH2:19][CH2:20][CH2:21][CH2:22][C:23]1[CH:28]=[CH:27][CH:26]=[C:25]([S:29]([CH:30]2[CH2:34][CH2:33][CH2:32][CH2:31]2)=[O:37])[CH:24]=1)([C:12]1[CH:17]=[CH:16][CH:15]=[CH:14][CH:13]=1)[C:6]1[CH:7]=[CH:8][CH:9]=[CH:10][CH:11]=1)([CH3:4])([CH3:2])[CH3:3], predict the reactants needed to synthesize it. The reactants are: [C:1]([Si:5]([O:18][CH2:19][CH2:20][CH2:21][CH2:22][C:23]1[CH:28]=[CH:27][CH:26]=[C:25]([S:29][CH:30]2[CH2:34][CH2:33][CH2:32][CH2:31]2)[CH:24]=1)([C:12]1[CH:17]=[CH:16][CH:15]=[CH:14][CH:13]=1)[C:6]1[CH:11]=[CH:10][CH:9]=[CH:8][CH:7]=1)([CH3:4])([CH3:3])[CH3:2].C([OH:37])C. (6) Given the product [F:36][C:7]1[CH:8]=[C:9]2[C:14](=[C:5]([C:3]([OH:4])=[O:2])[CH:6]=1)[NH:13][CH:12]([C:15]1[CH:20]=[CH:19][CH:18]=[C:17]([N:21]3[CH2:22][CH2:23][N:24]([C:27]4[CH:32]=[CH:31][CH:30]=[CH:29][C:28]=4[F:33])[CH2:25][CH2:26]3)[CH:16]=1)[CH2:11][C:10]2([CH3:35])[CH3:34], predict the reactants needed to synthesize it. The reactants are: C[O:2][C:3]([C:5]1[CH:6]=[C:7]([F:36])[CH:8]=[C:9]2[C:14]=1[NH:13][CH:12]([C:15]1[CH:20]=[CH:19][CH:18]=[C:17]([N:21]3[CH2:26][CH2:25][N:24]([C:27]4[CH:32]=[CH:31][CH:30]=[CH:29][C:28]=4[F:33])[CH2:23][CH2:22]3)[CH:16]=1)[CH2:11][C:10]2([CH3:35])[CH3:34])=[O:4].Cl. (7) Given the product [CH3:1][N:2]([CH3:30])[C@@H:3]1[CH2:7][CH2:6][N:5]([C:8]2[N:13]3[C:14]([CH2:64][OH:67])=[C:15]([CH2:17][N:18]([CH3:29])[C@@H:19]4[C:28]5[N:27]=[CH:26][CH:25]=[CH:24][C:23]=5[CH2:22][CH2:21][CH2:20]4)[N:16]=[C:12]3[CH:11]=[CH:10][CH:9]=2)[CH2:4]1, predict the reactants needed to synthesize it. The reactants are: [CH3:1][N:2]([CH3:30])[C@@H:3]1[CH2:7][CH2:6][N:5]([C:8]2[N:13]3[CH:14]=[C:15]([CH2:17][N:18]([CH3:29])[C@@H:19]4[C:28]5[N:27]=[CH:26][CH:25]=[CH:24][C:23]=5[CH2:22][CH2:21][CH2:20]4)[N:16]=[C:12]3[CH:11]=[CH:10][CH:9]=2)[CH2:4]1.CN(C)[C@@H]1CCN(C2N3C=C(CN([C@H](C4C=C[C:64]([O:67]C)=CC=4)C)[C@@H]4C5N=CC=CC=5CCC4)N=C3C=CC=2)C1. (8) Given the product [C:1]1([C:11]2[CH2:15][CH2:14][CH2:13][CH2:12][CH2:18][CH:17]=2)[CH:2]=[CH:3][CH:4]=[CH:5][CH:6]=1, predict the reactants needed to synthesize it. The reactants are: [C:1]1([CH3:11])[CH:6]=[C:5](C)[CH:4]=[C:3](C)[C:2]=1[Mg]Br.[C:12]1(=O)[CH2:18][CH2:17]C[CH2:15][CH2:14][CH2:13]1.P(Cl)(OC1C=CC=CC=1)(OC1C=CC=CC=1)=O.C1([Mg]Cl)C=CC=CC=1.Cl.